This data is from Forward reaction prediction with 1.9M reactions from USPTO patents (1976-2016). The task is: Predict the product of the given reaction. (1) The product is: [C:39]([CH2:40][CH2:41][NH:42][C:8]([C:7]1[CH:6]=[C:5]([CH:13]=[CH:12][CH:11]=1)[C:3]([O:2][CH3:1])=[O:4])=[O:10])#[N:38]. Given the reactants [CH3:1][O:2][C:3]([C:5]1[CH:6]=[C:7]([CH:11]=[CH:12][CH:13]=1)[C:8]([OH:10])=O)=[O:4].CN(C(ON1N=NC2C=CC=NC1=2)=[N+](C)C)C.F[P-](F)(F)(F)(F)F.[NH2:38][CH2:39][CH2:40][C:41]#[N:42].CCN(C(C)C)C(C)C, predict the reaction product. (2) Given the reactants [Cl:1][C:2]1[N:11]=[C:10](Cl)[C:9]2[C:4](=[CH:5][CH:6]=[C:7]([Cl:13])[CH:8]=2)[N:3]=1.[NH2:14][CH2:15][C:16]([NH:18][C@H:19]1[CH2:24][CH2:23][C@@H:22]([N:25]([CH2:29][CH3:30])[CH:26]([CH3:28])[CH3:27])[CH2:21][C@H:20]1[CH2:31][O:32][CH3:33])=[O:17].C(N(C(C)C)CC)(C)C, predict the reaction product. The product is: [Cl:1][C:2]1[N:11]=[C:10]([NH:14][CH2:15][C:16]([NH:18][C@H:19]2[CH2:24][CH2:23][C@@H:22]([N:25]([CH2:29][CH3:30])[CH:26]([CH3:28])[CH3:27])[CH2:21][C@H:20]2[CH2:31][O:32][CH3:33])=[O:17])[C:9]2[C:4](=[CH:5][CH:6]=[C:7]([Cl:13])[CH:8]=2)[N:3]=1. (3) Given the reactants [C:1]1([N:7]2[CH2:12][CH2:11][C:10](=[O:13])[CH2:9][CH2:8]2)[CH:6]=[CH:5][CH:4]=[CH:3][CH:2]=1.[N-:14]=[N+]=[N-].[Na+].[OH-].[Na+], predict the reaction product. The product is: [C:1]1([N:7]2[CH:12]=[CH:11][NH:14][C:10](=[O:13])[CH:9]=[CH:8]2)[CH:6]=[CH:5][CH:4]=[CH:3][CH:2]=1.